From a dataset of Experimentally validated miRNA-target interactions with 360,000+ pairs, plus equal number of negative samples. Binary Classification. Given a miRNA mature sequence and a target amino acid sequence, predict their likelihood of interaction. (1) The miRNA is hsa-miR-1238-5p with sequence GUGAGUGGGAGCCCCAGUGUGUG. The protein sequence of the target gene is MLPAVGSADEEEDPAEEDCPELVPIETTQSEEEEKSGLGAKIPVTIITGYLGAGKTTLLNYILTEQHSKRVAVILNEFGEGSALEKSLAVSQGGELYEEWLELRNGCLCCSVKDSGLRAIENLMQKKGKFDYILLETTGLADPGAVASMFWVDAELGSDIYLDGIITIVDSKYGLKHLTEEKPDGLINEATRQVALADAILINKTDLVPEEDVKKLRTTIRSINGLGQILETQRSRVDLSNVLDLHAFDSLSGISLQKKLQHVPGTQPHLDQSIVTITFEVPGNAKEEHLNMFIQNLLWE.... Result: 1 (interaction). (2) The miRNA is hsa-miR-4714-3p with sequence CCAACCUAGGUGGUCAGAGUUG. The protein sequence of the target gene is MGPGERAGGGGDAGKGNAAGGGGGGRSATTAGSRAVSALCLLLSVGSAAACLLLGVQAAALQGRVAALEEERELLRRAGPPGALDAWAEPHLERLLREKLDGLAKIRTAREAPSECVCPPGPPGRRGKPGRRGDPGPPGQSGRDGYPGPLGLDGKPGLPGPKGEKGAPGDFGPRGDQGQDGAAGPPGPPGPPGARGPPGDTGKDGPRGAQGPAGPKGEPGQDGEMGPKGPPGPKGEPGVPGKKGDDGTPSQPGPPGPKGEPGSMGPRGENGVDGAPGPKGEPGHRGTDGAAGPRGAPGLK.... Result: 1 (interaction). (3) The miRNA is hsa-miR-5680 with sequence GAGAAAUGCUGGACUAAUCUGC. The protein sequence of the target gene is MAEQATKSVLFVCLGNICRSPIAEAVFRKLVTDQNISENWRVDSAATSGYEIGNPPDYRGQSCMKRHGIPMSHVARQITKEDFATFDYILCMDESNLRDLNRKSNQVKTCKAKIELLGSYDPQKQLIIEDPYYGNDSDFETVYQQCVRCCRAFLEKAH. Result: 1 (interaction). (4) The miRNA is hsa-miR-619-5p with sequence GCUGGGAUUACAGGCAUGAGCC. The protein sequence of the target gene is MESADFYEVEPRPPMSSHLQSPPHAPSNAAFGFPRGAGPAPPPAPPAAPEPLGGICEHETSIDISAYIDPAAFNDEFLADLFQHSRQQEKAKAAAGPAGGGGDFDYPGAPAGPGGAVMSAGAHGPPPGYGCAAAGYLDGRLEPLYERVGAPALRPLVIKQEPREEDEAKQLALAGLFPYQPPPPPPPPHPHASPAHLAAPHLQFQIAHCGQTTMHLQPGHPTPPPTPVPSPHAAPALGAAGLPGPGSALKGLAGAHPDLRTGGGGGGSGAGAGKAKKSVDKNSNEYRVRRERNNIAVRKS.... Result: 0 (no interaction). (5) The miRNA is hsa-miR-452-3p with sequence CUCAUCUGCAAAGAAGUAAGUG. The protein sequence of the target gene is MASFPPRVNEKEIVRSRTIGELLAPAAPFDKKCGGENWTVAFAPDGSYFAWSQGYRIVKLVPWSQCRKNFLLHGSKNVTNSSCLKLARQNSNGGQKNKPPEHVIDCGDIVWSLAFGSSVPEKQSRCVNIEWHRFRFGQDQLLLATGLNNGRIKIWDVYTGKLLLNLVDHIEMVRDLTFAPDGSLLLVSASRDKTLRVWDLKDDGNMVKVLRAHQNWVYSCAFSPDCSMLCSVGASKAVFLWNMDKYTMIRKLEGHHHDVVACDFSPDGALLATASYDTRVYVWDPHNGDLLMEFGHLFPS.... Result: 0 (no interaction). (6) The miRNA is hsa-miR-377-5p with sequence AGAGGUUGCCCUUGGUGAAUUC. The protein sequence of the target gene is MAEASPHPGRYFCHCCSVEIVPRLPDYICPRCESGFIEELPEETRSTENGSAPSTAPTDQSRPPLEHVDQHLFTLPQGYGQFAFGIFDDSFEIPTFPPGAQADDGRDPESRRERDHPSRHRYGARQPRARLTTRRATGRHEGVPTLEGIIQQLVNGIITPATIPSLGPWGVLHSNPMDYAWGANGLDAIITQLLNQFENTGPPPADKEKIQALPTVPVTEEHVGSGLECPVCKDDYALGERVRQLPCNHLFHDGCIVPWLEQHDSCPVCRKSLTGQNTATNPPGLTGVSFSSSSSSSSSS.... Result: 1 (interaction). (7) The miRNA is rno-miR-301a-3p with sequence CAGUGCAAUAGUAUUGUCAAAGC. The protein sequence of the target gene is MHDAFEPVPILEKLPLQIDCLAAWEEWLLVGTKQGHLLLYRIRKDVVPADVASPESGSCNRFEVTLEKSNKNFSKKIQQIHVVSQFKILVSLLENNIYVHDLLTFQQITTVSKAKGASLFTCDLQHTETGEEVLRMCVAVRKKLQLYFWKDREFHELQGDFSVPDVPKSMAWCENSICVGFKRDYYLIRVDGKGSIKELFPTGKQLEPLVAPLADGKVAVGQDDLTVVLNEEGICTQKCALNWTDIPVAMEHQPPYIVAVLPRYVEIRTLEPRLLVQSIELQRPRFITSGGSNIIYVASN.... Result: 0 (no interaction).